Dataset: Reaction yield outcomes from USPTO patents with 853,638 reactions. Task: Predict the reaction yield, written as a fraction of the theoretical maximum amount of product (1.0 means a 100% yield; for example, 0.34 means a 34% yield). (1) The reactants are [Br:1][C:2]1[C:11]2[S:12][C:13]([CH3:16])=[C:14]([CH3:15])[C:10]=2[C:9]([C:17]2[CH:22]=[CH:21][C:20]([OH:23])=[C:19]([N+:24]([O-])=O)[CH:18]=2)=[C:8]2[C:3]=1[CH:4]=[CH:5][CH:6]=[CH:7]2.NN.C(O)C. The catalyst is O. The product is [NH2:24][C:19]1[CH:18]=[C:17]([C:9]2[C:10]3[C:14]([CH3:15])=[C:13]([CH3:16])[S:12][C:11]=3[C:2]([Br:1])=[C:3]3[C:8]=2[CH:7]=[CH:6][CH:5]=[CH:4]3)[CH:22]=[CH:21][C:20]=1[OH:23]. The yield is 1.00. (2) The reactants are [C:1]([CH:4]1[CH:9]2[CH:5]1[CH2:6][N:7]([C:10]([O:12][C:13]([CH3:16])([CH3:15])[CH3:14])=[O:11])[CH2:8]2)(=O)[NH2:2].N1C(Cl)=NC(Cl)=NC=1Cl. The catalyst is CN(C=O)C.O. The product is [C:1]([CH:4]1[CH:5]2[CH:9]1[CH2:8][N:7]([C:10]([O:12][C:13]([CH3:16])([CH3:15])[CH3:14])=[O:11])[CH2:6]2)#[N:2]. The yield is 0.990.